This data is from Reaction yield outcomes from USPTO patents with 853,638 reactions. The task is: Predict the reaction yield, written as a fraction of the theoretical maximum amount of product (1.0 means a 100% yield; for example, 0.34 means a 34% yield). (1) The reactants are [CH2:1]([O:8][C:9]1[CH:17]=[C:16]2[C:12]([CH:13]=[N:14][N:15]2[CH2:18][C@@H:19]([OH:21])[CH3:20])=[CH:11][CH:10]=1)[C:2]1[CH:7]=[CH:6][CH:5]=[CH:4][CH:3]=1.[H-].[Na+].[C:24]([Si:28](Cl)([CH3:30])[CH3:29])([CH3:27])([CH3:26])[CH3:25].[Na+].[I-]. The catalyst is C1COCC1.CN(C=O)C. The product is [CH2:1]([O:8][C:9]1[CH:17]=[C:16]2[C:12]([CH:13]=[N:14][N:15]2[CH2:18][C@@H:19]([O:21][Si:28]([C:24]([CH3:27])([CH3:26])[CH3:25])([CH3:30])[CH3:29])[CH3:20])=[CH:11][CH:10]=1)[C:2]1[CH:3]=[CH:4][CH:5]=[CH:6][CH:7]=1. The yield is 0.990. (2) The catalyst is CO. The product is [NH2:2][C:1]1[N:23]([C:20]2[CH:21]=[CH:22][C:17]([F:16])=[CH:18][CH:19]=2)[N:24]=[C:9]([CH2:10][CH3:11])[C:3]=1[C:4]([O:6][CH2:7][CH3:8])=[O:5]. The reactants are [C:1]([C:3](=[C:9](OCC)[CH2:10][CH3:11])[C:4]([O:6][CH2:7][CH3:8])=[O:5])#[N:2].Cl.[F:16][C:17]1[CH:22]=[CH:21][C:20]([NH:23][NH2:24])=[CH:19][CH:18]=1.C(N(CC)CC)C. The yield is 0.340. (3) The reactants are [NH2:1][C:2]1[CH:7]=[C:6]([OH:8])[CH:5]=[CH:4][N:3]=1.CCN(CC)CC.[CH:16]1([C:19](Cl)=[O:20])[CH2:18][CH2:17]1. The catalyst is C(Cl)Cl. The product is [OH:8][C:6]1[CH:5]=[CH:4][N:3]=[C:2]([NH:1][C:19]([CH:16]2[CH2:18][CH2:17]2)=[O:20])[CH:7]=1. The yield is 0.320. (4) The reactants are Cl[C:2]1[C:7]([NH2:8])=[C:6]([Cl:9])[N:5]=[C:4]([CH3:10])[N:3]=1.[C:11]([N:16]=[C:17]=[S:18])(=[O:15])[O:12][CH2:13][CH3:14]. The catalyst is C1(C)C=CC=CC=1. The product is [Cl:9][C:6]1[C:7]2[N:8]=[C:17]([NH:16][C:11](=[O:15])[O:12][CH2:13][CH3:14])[S:18][C:2]=2[N:3]=[C:4]([CH3:10])[N:5]=1. The yield is 0.705. (5) The reactants are C(O)(=O)C.C(OC(=O)C)(=O)C.[Cl:12][CH2:13][CH2:14][O:15][C:16]1[CH:17]=[C:18]([CH:23]=[CH:24][C:25]=1[O:26][CH3:27])[C:19]([O:21][CH3:22])=[O:20].[N+:28]([O-])([OH:30])=[O:29]. The catalyst is O. The product is [Cl:12][CH2:13][CH2:14][O:15][C:16]1[C:25]([O:26][CH3:27])=[CH:24][C:23]([N+:28]([O-:30])=[O:29])=[C:18]([CH:17]=1)[C:19]([O:21][CH3:22])=[O:20]. The yield is 0.860.